Dataset: Catalyst prediction with 721,799 reactions and 888 catalyst types from USPTO. Task: Predict which catalyst facilitates the given reaction. (1) Reactant: [Li]CCCC.[C:6]1([C:12]2[CH:17]=[CH:16][CH:15]=[CH:14][N:13]=2)[CH:11]=[CH:10][CH:9]=[CH:8][CH:7]=1.[CH2:18]([O:25][C:26]1[CH:36]=[CH:35][CH:34]=[CH:33][C:27]=1[C:28](N(C)C)=[O:29])[C:19]1[CH:24]=[CH:23][CH:22]=[CH:21][CH:20]=1.O. Product: [CH2:18]([O:25][C:26]1[CH:36]=[CH:35][CH:34]=[CH:33][C:27]=1[C:28]([C:14]1[CH:15]=[CH:16][CH:17]=[C:12]([C:6]2[CH:7]=[CH:8][CH:9]=[CH:10][CH:11]=2)[N:13]=1)=[O:29])[C:19]1[CH:20]=[CH:21][CH:22]=[CH:23][CH:24]=1. The catalyst class is: 1. (2) Reactant: [H-].[Na+].[F:3][C:4]1[CH:12]=[CH:11][CH:10]=[C:9]([F:13])[C:5]=1[CH:6]([OH:8])[CH3:7].[F:14][C:15]1[CH:22]=[CH:21][CH:20]=[C:19](F)[C:16]=1[C:17]#[N:18]. Product: [F:3][C:4]1[CH:12]=[CH:11][CH:10]=[C:9]([F:13])[C:5]=1[CH:6]([O:8][C:19]1[CH:20]=[CH:21][CH:22]=[C:15]([F:14])[C:16]=1[C:17]#[N:18])[CH3:7]. The catalyst class is: 3. (3) Reactant: [NH2:1][C:2]1[CH:3]=[C:4]([NH:9][C:10]([NH:12][C:13]2[CH:18]=[CH:17][CH:16]=[CH:15][CH:14]=2)=[O:11])[CH:5]=[CH:6][C:7]=1[CH3:8].C(N(CC)CC)C.[C:26]1([CH3:36])[CH:31]=[CH:30][C:29]([S:32](Cl)(=[O:34])=[O:33])=[CH:28][CH:27]=1. Product: [CH3:36][C:26]1[CH:31]=[CH:30][C:29]([S:32]([NH:1][C:2]2[CH:3]=[C:4]([NH:9][C:10]([NH:12][C:13]3[CH:18]=[CH:17][CH:16]=[CH:15][CH:14]=3)=[O:11])[CH:5]=[CH:6][C:7]=2[CH3:8])(=[O:34])=[O:33])=[CH:28][CH:27]=1. The catalyst class is: 13. (4) Reactant: [CH3:1][N:2]([CH3:25])[CH2:3][CH2:4][CH2:5]OC1C=CC(C2SC(NC3C=CC=CC=3)=NC=2)=CC=1.[S:26]1[CH:30]=[CH:29][C:28]([C:31]2[S:35][C:34]([NH:36][C:37]3[CH:42]=[CH:41][C:40]([OH:43])=[CH:39][CH:38]=3)=[N:33][CH:32]=2)=[CH:27]1. Product: [CH3:1][N:2]([CH3:25])[CH2:3][CH2:4][CH2:5][O:43][C:40]1[CH:41]=[CH:42][C:37]([NH:36][C:34]2[S:35][C:31]([C:28]3[CH:29]=[CH:30][S:26][CH:27]=3)=[CH:32][N:33]=2)=[CH:38][CH:39]=1. The catalyst class is: 61. (5) Reactant: [CH:1]([C:4]1[O:8][C:7]([C@@H:9]2[CH2:14][N:13]([CH3:15])[C@@H:12]([C:16]([O:18]CC)=[O:17])[CH2:11][CH2:10]2)=[N:6][N:5]=1)([CH3:3])[CH3:2].[OH-].[Na+:22]. Product: [CH:1]([C:4]1[O:8][C:7]([CH:9]2[CH2:14][N:13]([CH3:15])[CH:12]([C:16]([O-:18])=[O:17])[CH2:11][CH2:10]2)=[N:6][N:5]=1)([CH3:3])[CH3:2].[Na+:22]. The catalyst class is: 8. (6) Reactant: [CH2:1]([O:3][C:4](=[O:9])[CH:5]([NH2:8])[C:6]#[N:7])[CH3:2].[CH:10](OCC)(OCC)OCC.[NH2:20][C:21]1[CH:22]=[C:23]([CH:26]=[CH:27][CH:28]=1)[C:24]#[N:25]. Product: [CH2:1]([O:3][C:4]([C:5]1[N:8]=[CH:10][N:20]([C:21]2[CH:28]=[CH:27][CH:26]=[C:23]([C:24]#[N:25])[CH:22]=2)[C:6]=1[NH2:7])=[O:9])[CH3:2]. The catalyst class is: 10. (7) Reactant: [NH2:1][C@H:2]1[CH2:6][CH2:5][N:4]([CH:7]2[CH2:12][CH2:11][N:10]([C:13]3[N:18]=[CH:17][C:16]([CH2:19][CH3:20])=[CH:15][N:14]=3)[CH2:9][CH2:8]2)[C:3]1=[O:21].C1(P(C2C=CC=CC=2)C2C=CC3C(=CC=CC=3)C=2C2C3C(=CC=CC=3)C=CC=2P(C2C=CC=CC=2)C2C=CC=CC=2)C=CC=CC=1.FC(F)(F)S(O[C:74]1[CH:83]=[C:82]2[C:77]([C:78](=[O:84])[CH2:79][CH2:80][O:81]2)=[CH:76][C:75]=1[Cl:85])(=O)=O.C([O-])([O-])=O.[Cs+].[Cs+]. Product: [Cl:85][C:75]1[CH:76]=[C:77]2[C:82](=[CH:83][C:74]=1[NH:1][C@H:2]1[CH2:6][CH2:5][N:4]([CH:7]3[CH2:12][CH2:11][N:10]([C:13]4[N:18]=[CH:17][C:16]([CH2:19][CH3:20])=[CH:15][N:14]=4)[CH2:9][CH2:8]3)[C:3]1=[O:21])[O:81][CH2:80][CH2:79][C:78]2=[O:84]. The catalyst class is: 101. (8) The catalyst class is: 5. Reactant: [F:1][C:2]1[CH:7]=[C:6]([F:8])[CH:5]=[CH:4][C:3]=1[C:9]1[N:10]2[C:15]([CH:16]=[CH:17][CH:18]=1)=[C:14]([C:19]1[CH:20]=[C:21]([CH:25]=[CH:26][C:27]=1[F:28])[C:22]([OH:24])=[O:23])[C:13](=[O:29])[CH:12]=[CH:11]2.[C:30](Cl)(=O)C(Cl)=O. Product: [F:1][C:2]1[CH:7]=[C:6]([F:8])[CH:5]=[CH:4][C:3]=1[C:9]1[N:10]2[C:15]([CH:16]=[CH:17][CH:18]=1)=[C:14]([C:19]1[CH:20]=[C:21]([CH:25]=[CH:26][C:27]=1[F:28])[C:22]([O:24][CH3:30])=[O:23])[C:13](=[O:29])[CH:12]=[CH:11]2. (9) Reactant: [CH2:1]([S:3]([C:6]1[CH:7]=[C:8]2[C:12](=[CH:13][CH:14]=1)[NH:11][C:10](=[O:15])[CH2:9]2)(=[O:5])=[O:4])[CH3:2].[CH:16]([C:18]1[NH:22][C:21]2[CH2:23][CH2:24][CH2:25][CH2:26][CH2:27][C:20]=2[C:19]=1[CH2:28][CH2:29][C:30]([OH:32])=[O:31])=O.N1CCCCC1. Product: [CH2:1]([S:3]([C:6]1[CH:7]=[C:8]2[C:12](=[CH:13][CH:14]=1)[NH:11][C:10](=[O:15])/[C:9]/2=[CH:16]\[C:18]1[NH:22][C:21]2[CH2:23][CH2:24][CH2:25][CH2:26][CH2:27][C:20]=2[C:19]=1[CH2:28][CH2:29][C:30]([OH:32])=[O:31])(=[O:4])=[O:5])[CH3:2]. The catalyst class is: 8.